This data is from Full USPTO retrosynthesis dataset with 1.9M reactions from patents (1976-2016). The task is: Predict the reactants needed to synthesize the given product. (1) Given the product [O:4]=[C:3]1[NH:1][N:2]=[CH:23][N:5]1[C:6]1[CH:7]=[C:8]([CH:12]=[CH:13][N:14]=1)[C:15]([O:18][CH3:19])=[O:20], predict the reactants needed to synthesize it. The reactants are: [NH:1]([C:3]([NH:5][C:6]1[CH:7]=[C:8]([CH:12]=[CH:13][N:14]=1)C([O-])=O)=[O:4])[NH2:2].[CH:15]([O:20]C)([O:18][CH3:19])OC.O.[C:23]1(C)C=CC(S(O)(=O)=O)=CC=1. (2) Given the product [N:1]1([CH2:8][C:9]2[N:19]([CH2:20][CH2:21][CH:22]3[CH2:27][CH2:26][CH2:25][CH2:24][CH2:23]3)[C:12]3[N:13]=[C:14]([C:17]#[N:18])[N:15]=[CH:16][C:11]=3[CH:10]=2)[CH2:7][CH2:6][CH2:5][CH2:4][CH2:3][CH2:2]1, predict the reactants needed to synthesize it. The reactants are: [N:1]1([CH2:8][C:9]#[C:10][C:11]2[C:12]([NH:19][CH2:20][CH2:21][CH:22]3[CH2:27][CH2:26][CH2:25][CH2:24][CH2:23]3)=[N:13][C:14]([C:17]#[N:18])=[N:15][CH:16]=2)[CH2:7][CH2:6][CH2:5][CH2:4][CH2:3][CH2:2]1.C1CCN2C(=NCCC2)CC1.O.